Dataset: Reaction yield outcomes from USPTO patents with 853,638 reactions. Task: Predict the reaction yield, written as a fraction of the theoretical maximum amount of product (1.0 means a 100% yield; for example, 0.34 means a 34% yield). (1) The reactants are [CH:1]([C:3]1[CH:8]=[CH:7][C:6](/[C:9](/[C:26]2[CH:31]=[CH:30][C:29]([C:32]([F:35])([F:34])[F:33])=[CH:28][CH:27]=2)=[CH:10]\[CH:11]=[CH:12]\[C:13]([NH:15][C:16]2[CH:25]=[CH:24][CH:23]=[C:22]3[C:17]=2[CH:18]=[CH:19][N:20]=[CH:21]3)=[O:14])=[CH:5][CH:4]=1)=O.[NH:36]1[CH2:40][CH2:39][CH2:38][CH2:37]1.C(O[BH-](OC(=O)C)OC(=O)C)(=O)C.[Na+].O. The catalyst is ClCCl. The product is [CH:21]1[C:22]2[C:17](=[C:16]([NH:15][C:13](=[O:14])/[CH:12]=[CH:11]/[CH:10]=[C:9](\[C:6]3[CH:7]=[CH:8][C:3]([CH2:1][N:36]4[CH2:40][CH2:39][CH2:38][CH2:37]4)=[CH:4][CH:5]=3)/[C:26]3[CH:31]=[CH:30][C:29]([C:32]([F:33])([F:34])[F:35])=[CH:28][CH:27]=3)[CH:25]=[CH:24][CH:23]=2)[CH:18]=[CH:19][N:20]=1. The yield is 0.630. (2) The reactants are [CH3:1][C:2]1[CH:7]=[C:6]([S:8][C:9]2[CH:14]=[N:13][CH:12]=[CH:11][N:10]=2)[CH:5]=[C:4]([CH3:15])[C:3]=1[C:16]1[N:17]=[C:18]([NH2:21])[S:19][CH:20]=1.C(N(CC)CC)C.[F:29][C:30]1[CH:31]=[C:32]([CH:36]=[CH:37][N:38]=1)[C:33](O)=[O:34].Cl.C(N=C=NCCCN(C)C)C.OC1C2N=NNC=2C=CC=1. The catalyst is C(Cl)Cl. The product is [CH3:15][C:4]1[CH:5]=[C:6]([S:8][C:9]2[CH:14]=[N:13][CH:12]=[CH:11][N:10]=2)[CH:7]=[C:2]([CH3:1])[C:3]=1[C:16]1[N:17]=[C:18]([NH:21][C:33](=[O:34])[C:32]2[CH:36]=[CH:37][N:38]=[C:30]([F:29])[CH:31]=2)[S:19][CH:20]=1. The yield is 0.250. (3) The reactants are [Br:1][C:2]1[CH:7]=[C:6](I)[C:5]([Br:9])=[CH:4][C:3]=1I.[S:11]1[C:15](B(O)O)=[CH:14][C:13]2[CH:19]=[CH:20][CH:21]=[CH:22][C:12]1=2.O1[CH2:27][CH2:26][CH2:25][CH2:24]1.C(=O)([O-])[O-].[Na+].[Na+]. The catalyst is O. The product is [Br:1][C:2]1[CH:7]=[C:6]([C:15]2[S:11][C:12]3[CH:22]=[CH:21][CH:20]=[CH:19][C:13]=3[CH:14]=2)[C:5]([Br:9])=[CH:4][C:3]=1[C:24]1[S:11][C:12]2[CH:13]=[CH:14][CH:15]=[CH:27][C:26]=2[CH:25]=1. The yield is 0.850.